The task is: Predict the product of the given reaction.. This data is from Forward reaction prediction with 1.9M reactions from USPTO patents (1976-2016). (1) Given the reactants [C:1]([O:5][C:6](=[O:17])[C:7]1[CH:12]=[CH:11][C:10]([CH:13]=[N:14][O:15][CH3:16])=[CH:9][CH:8]=1)([CH3:4])([CH3:3])[CH3:2].C([BH3-])#N.[Na+], predict the reaction product. The product is: [C:1]([O:5][C:6](=[O:17])[C:7]1[CH:8]=[CH:9][C:10]([CH2:13][NH:14][O:15][CH3:16])=[CH:11][CH:12]=1)([CH3:4])([CH3:3])[CH3:2]. (2) Given the reactants C(Cl)(=O)C(Cl)=O.CS(C)=O.[F:11][C:12]1[CH:17]=[CH:16][C:15]([C:18]([CH3:23])([CH3:22])[CH2:19][CH2:20][OH:21])=[CH:14][CH:13]=1.C(N(CC)CC)C, predict the reaction product. The product is: [F:11][C:12]1[CH:13]=[CH:14][C:15]([C:18]([CH3:23])([CH3:22])[CH2:19][CH:20]=[O:21])=[CH:16][CH:17]=1. (3) Given the reactants [CH2:1]([C:4]1([C:24]2[CH:29]=[CH:28][CH:27]=[CH:26][CH:25]=2)[O:9][C:8](=[O:10])[N:7]([C@H:11]([C:13]([O:16][Si](C(C)(C)C)(C)C)([CH3:15])[CH3:14])[CH3:12])[CH2:6][CH2:5]1)[CH:2]=[CH2:3], predict the reaction product. The product is: [CH2:1]([C:4]1([C:24]2[CH:25]=[CH:26][CH:27]=[CH:28][CH:29]=2)[O:9][C:8](=[O:10])[N:7]([C@H:11]([C:13]([OH:16])([CH3:14])[CH3:15])[CH3:12])[CH2:6][CH2:5]1)[CH:2]=[CH2:3]. (4) Given the reactants [CH3:1][O:2][C:3](=[O:11])[C:4]1[CH:9]=[CH:8][C:7]([NH2:10])=[CH:6][CH:5]=1.[N:12]1[CH:17]=[CH:16][CH:15]=[C:14]([CH:18]=O)[CH:13]=1.[CH2:20]=[C:21]([CH3:23])[CH3:22].FC(F)(F)S([O-])(=O)=O.[Yb+3].FC(F)(F)S([O-])(=O)=O.FC(F)(F)S([O-])(=O)=O, predict the reaction product. The product is: [CH3:1][O:2][C:3]([C:4]1[CH:5]=[C:6]2[C:7](=[CH:8][CH:9]=1)[NH:10][CH:18]([C:14]1[CH:13]=[N:12][CH:17]=[CH:16][CH:15]=1)[CH2:20][C:21]2([CH3:23])[CH3:22])=[O:11].